This data is from Reaction yield outcomes from USPTO patents with 853,638 reactions. The task is: Predict the reaction yield, written as a fraction of the theoretical maximum amount of product (1.0 means a 100% yield; for example, 0.34 means a 34% yield). (1) The reactants are Br[C:2]1[N:3]=[C:4]2[C:10]([C:11]([NH:13][C:14]([CH3:17])([CH3:16])[CH3:15])=[O:12])=[CH:9][N:8]([CH2:18][O:19][CH2:20][CH2:21][Si:22]([CH3:25])([CH3:24])[CH3:23])[C:5]2=[N:6][CH:7]=1.C[Sn](C)C.C[Sn](C)C.Br[C:35]1[N:36]=[CH:37][CH:38]=[C:39]2[CH:43]=[CH:42][N:41]([CH2:44][O:45][CH2:46][CH2:47][Si:48]([CH3:51])([CH3:50])[CH3:49])[C:40]=12. The catalyst is C1(C)C=CC=CC=1.C1C=CC([P]([Pd]([P](C2C=CC=CC=2)(C2C=CC=CC=2)C2C=CC=CC=2)([P](C2C=CC=CC=2)(C2C=CC=CC=2)C2C=CC=CC=2)[P](C2C=CC=CC=2)(C2C=CC=CC=2)C2C=CC=CC=2)(C2C=CC=CC=2)C2C=CC=CC=2)=CC=1. The product is [C:14]([NH:13][C:11]([C:10]1[C:4]2[C:5](=[N:6][CH:7]=[C:2]([C:35]3[N:36]=[CH:37][CH:38]=[C:39]4[CH:43]=[CH:42][N:41]([CH2:44][O:45][CH2:46][CH2:47][Si:48]([CH3:51])([CH3:50])[CH3:49])[C:40]=34)[N:3]=2)[N:8]([CH2:18][O:19][CH2:20][CH2:21][Si:22]([CH3:25])([CH3:24])[CH3:23])[CH:9]=1)=[O:12])([CH3:17])([CH3:16])[CH3:15]. The yield is 0.470. (2) The reactants are FC(F)(F)S(O[C:7]1[CH2:18][CH2:17][C:10]2([C:14]([CH3:16])([CH3:15])[O:13][CH2:12][CH2:11]2)[CH2:9][CH:8]=1)(=O)=O.[CH3:21][C:22]1([CH3:38])[C:26]([CH3:28])([CH3:27])[O:25][B:24]([B:24]2[O:25][C:26]([CH3:28])([CH3:27])[C:22]([CH3:38])([CH3:21])[O:23]2)[O:23]1.C([O-])(=O)C.[K+]. The catalyst is C1C=CC(P(C2C=CC=CC=2)[C-]2C=CC=C2)=CC=1.C1C=CC(P(C2C=CC=CC=2)[C-]2C=CC=C2)=CC=1.Cl[Pd]Cl.[Fe+2].O1CCOCC1. The product is [CH3:15][C:14]1([CH3:16])[C:10]2([CH2:17][CH2:18][C:7]([B:24]3[O:25][C:26]([CH3:28])([CH3:27])[C:22]([CH3:38])([CH3:21])[O:23]3)=[CH:8][CH2:9]2)[CH2:11][CH2:12][O:13]1. The yield is 0.520. (3) The reactants are [Br:1][C:2]1[CH:3]=[N:4][C:5]([Cl:10])=[C:6]([CH:9]=1)[CH:7]=O.[C:11]([CH:16]=P(C1C=CC=CC=1)(C1C=CC=CC=1)C1C=CC=CC=1)([O:13][CH2:14][CH3:15])=[O:12]. The catalyst is C1COCC1. The product is [Br:1][C:2]1[CH:9]=[C:6](/[CH:7]=[CH:16]/[C:11]([O:13][CH2:14][CH3:15])=[O:12])[C:5]([Cl:10])=[N:4][CH:3]=1. The yield is 1.00. (4) The reactants are [Br:1][C:2]1[CH:7]=[CH:6][C:5]([OH:8])=[CH:4][C:3]=1[F:9].C1(P(C2C=CC=CC=2)C2C=CC=CC=2)C=CC=CC=1.[O:29]1[CH2:34][CH2:33][N:32]([CH2:35][CH2:36]O)[CH2:31][CH2:30]1.N(C(OC(C)C)=O)=NC(OC(C)C)=O. The catalyst is C(Cl)Cl. The product is [Br:1][C:2]1[CH:7]=[CH:6][C:5]([O:8][CH2:36][CH2:35][N:32]2[CH2:33][CH2:34][O:29][CH2:30][CH2:31]2)=[CH:4][C:3]=1[F:9]. The yield is 0.330. (5) The reactants are Br[C:2]1[CH:16]=[CH:15][C:14]([O:17][CH3:18])=[CH:13][C:3]=1[CH2:4][O:5][Si:6]([C:9]([CH3:12])([CH3:11])[CH3:10])([CH3:8])[CH3:7].[CH2:19](C([Sn])=C(CCCC)CCCC)[CH2:20]CC. The catalyst is C1(C)C=CC=CC=1.C1C=CC([P]([Pd]([P](C2C=CC=CC=2)(C2C=CC=CC=2)C2C=CC=CC=2)([P](C2C=CC=CC=2)(C2C=CC=CC=2)C2C=CC=CC=2)[P](C2C=CC=CC=2)(C2C=CC=CC=2)C2C=CC=CC=2)(C2C=CC=CC=2)C2C=CC=CC=2)=CC=1. The product is [C:9]([Si:6]([CH3:8])([CH3:7])[O:5][CH2:4][C:3]1[CH:13]=[C:14]([O:17][CH3:18])[CH:15]=[CH:16][C:2]=1[CH:19]=[CH2:20])([CH3:12])([CH3:11])[CH3:10]. The yield is 0.890. (6) The reactants are [N+:1]([O-:4])(O)=[O:2].[C:5]([O:8][C:9](=[O:11])[CH3:10])(=O)[CH3:6].[Cl:12][C:13]1[CH:20]=[C:17]([CH:18]=O)[C:16]([OH:21])=[CH:15][CH:14]=1.C(=O)(O)[O-].[Na+].C(=O)([O-])[O-].[K+].[K+].BrCC(OCC)=O. The catalyst is CN(C)C=O.O. The product is [Cl:12][C:13]1[CH:14]=[C:15]([N+:1]([O-:4])=[O:2])[C:16]2[O:21][C:10]([C:9]([O:8][CH2:5][CH3:6])=[O:11])=[CH:18][C:17]=2[CH:20]=1. The yield is 0.0890. (7) The reactants are CO[C:3]1[CH:10]=[CH:9][CH:8]=[CH:7][C:4]=1[CH2:5]Cl.[OH2:11].[C:12]([O:15][CH2:16][CH3:17])(=O)C.[CH3:18][N:19]([CH:21]=O)[CH3:20]. No catalyst specified. The product is [CH3:12][O:15][C:16]1[CH:17]=[CH:5][CH:4]=[CH:3][C:10]=1[CH2:21][N:19]1[CH2:18][CH2:5][C:4]2[C:7](=[CH:8][CH:9]=[C:10]([OH:11])[CH:3]=2)[CH2:20]1. The yield is 0.850.